Dataset: Catalyst prediction with 721,799 reactions and 888 catalyst types from USPTO. Task: Predict which catalyst facilitates the given reaction. Reactant: C([O:4][CH2:5][C:6]1[C:11]([N:12]2[C:24](=[O:25])[C:23]3[S:22][C:21]4[CH2:20][CH2:19][CH2:18][CH2:17][C:16]=4[C:15]=3[CH:14]=[N:13]2)=[CH:10][C:9]([F:26])=[CH:8][C:7]=1[C:27]1[CH:32]=[C:31]([NH:33][C:34]2[CH:39]=[CH:38][C:37]([N:40]3[CH2:45][CH2:44][N:43]([CH:46]4[CH2:49][O:48][CH2:47]4)[CH2:42][C@@H:41]3[CH2:50][CH3:51])=[CH:36][N:35]=2)[C:30](=[O:52])[N:29]([CH3:53])[CH:28]=1)(=O)C.[OH-].[Li+]. Product: [CH2:50]([C@H:41]1[CH2:42][N:43]([CH:46]2[CH2:49][O:48][CH2:47]2)[CH2:44][CH2:45][N:40]1[C:37]1[CH:38]=[CH:39][C:34]([NH:33][C:31]2[C:30](=[O:52])[N:29]([CH3:53])[CH:28]=[C:27]([C:7]3[C:6]([CH2:5][OH:4])=[C:11]([N:12]4[C:24](=[O:25])[C:23]5[S:22][C:21]6[CH2:20][CH2:19][CH2:18][CH2:17][C:16]=6[C:15]=5[CH:14]=[N:13]4)[CH:10]=[C:9]([F:26])[CH:8]=3)[CH:32]=2)=[N:35][CH:36]=1)[CH3:51]. The catalyst class is: 854.